From a dataset of Catalyst prediction with 721,799 reactions and 888 catalyst types from USPTO. Predict which catalyst facilitates the given reaction. (1) Reactant: [N:1]1[N:2]([C:10]2[CH:15]=[C:14]([O:16][CH3:17])[CH:13]=[C:12]([CH2:18][OH:19])[C:11]=2[OH:20])[N:3]=[C:4]2[CH:9]=[CH:8][CH:7]=[CH:6][C:5]=12.C(N(CC)CC)C.[C:28](Cl)(=[O:32])[C:29]([CH3:31])=[CH2:30].C(OCC)C. Product: [C:28]([O:19][CH2:18][C:12]1[CH:13]=[C:14]([O:16][CH3:17])[CH:15]=[C:10]([N:2]2[N:3]=[C:4]3[CH:9]=[CH:8][CH:7]=[CH:6][C:5]3=[N:1]2)[C:11]=1[OH:20])(=[O:32])[C:29]([CH3:31])=[CH2:30]. The catalyst class is: 1. (2) Reactant: [N+:1]([C:4]1[CH:5]=[C:6]2[C:10](=[CH:11][CH:12]=1)[NH:9][CH:8]=[CH:7]2)([O-:3])=[O:2].Cl.Cl[C:15]1[CH:20]=[CH:19][N:18]=[CH:17][CH:16]=1.CC(C)([O-])C.[K+].O. Product: [N+:1]([C:4]1[CH:5]=[C:6]2[C:10](=[CH:11][CH:12]=1)[N:9]([C:15]1[CH:20]=[CH:19][N:18]=[CH:17][CH:16]=1)[CH:8]=[CH:7]2)([O-:3])=[O:2]. The catalyst class is: 3. (3) Reactant: [NH:1]1[CH2:9][CH2:8][CH:4]([C:5]([NH2:7])=[O:6])[CH2:3][CH2:2]1.C(N(CC)CC)C.C(Cl)(=O)O[O:19][CH2:20][C:21]1[CH:26]=[CH:25][CH:24]=[CH:23][CH:22]=1.[C:29](=O)([O-])[OH:30].[Na+]. Product: [CH2:20]([O:19][C:29]([N:1]1[CH2:9][CH2:8][CH:4]([C:5](=[O:6])[NH2:7])[CH2:3][CH2:2]1)=[O:30])[C:21]1[CH:22]=[CH:23][CH:24]=[CH:25][CH:26]=1. The catalyst class is: 4. (4) The catalyst class is: 49. Product: [F:20][C:21]1[CH:22]=[C:23]([CH:24]=[CH:25][C:26]=1[N+:27]([O-:29])=[O:28])[O:30][CH2:38][CH2:37][N:31]1[CH2:36][CH2:35][O:34][CH2:33][CH2:32]1. Reactant: C1(P(C2C=CC=CC=2)C2C=CC=CC=2)C=CC=CC=1.[F:20][C:21]1[CH:22]=[C:23]([OH:30])[CH:24]=[CH:25][C:26]=1[N+:27]([O-:29])=[O:28].[N:31]1([CH2:37][CH2:38]O)[CH2:36][CH2:35][O:34][CH2:33][CH2:32]1.C1(P(=O)(C2C=CC=CC=2)C2C=CC=CC=2)C=CC=CC=1. (5) Reactant: O[CH2:2][C:3]1[CH:12]=[CH:11][C:6]2[N:7]=[C:8]([CH3:10])[NH:9][C:5]=2[CH:4]=1.CCOC(C)=O.[NH4+:19].[OH-]. Product: [NH2:19][CH2:2][C:3]1[CH:12]=[CH:11][C:6]2[N:7]=[C:8]([CH3:10])[NH:9][C:5]=2[CH:4]=1. The catalyst class is: 5. (6) Reactant: [Br:1][C:2]1[CH:3]=[CH:4][CH:5]=[C:6]2[C:11]=1[N:10]=[C:9]([CH2:12][NH:13][CH3:14])[CH:8]=[CH:7]2.[CH3:27][C:26]([O:25][C:23](O[C:23]([O:25][C:26]([CH3:29])([CH3:28])[CH3:27])=[O:24])=[O:24])([CH3:29])[CH3:28].C(N(CC)CC)C. The catalyst class is: 5. Product: [C:26]([O:25][C:23](=[O:24])[N:13]([CH2:12][C:9]1[CH:8]=[CH:7][C:6]2[C:11](=[C:2]([Br:1])[CH:3]=[CH:4][CH:5]=2)[N:10]=1)[CH3:14])([CH3:27])([CH3:28])[CH3:29].